Dataset: Catalyst prediction with 721,799 reactions and 888 catalyst types from USPTO. Task: Predict which catalyst facilitates the given reaction. (1) Reactant: [CH3:1][C:2]1[CH:25]=[CH:24][CH:23]=[CH:22][C:3]=1[CH2:4][N:5]1[CH2:9][CH2:8][N:7]([CH2:10][C:11]2[CH:20]=[CH:19][C:14]([C:15]([O:17]C)=[O:16])=[CH:13][CH:12]=2)[C:6]1=[O:21].[OH-].[Na+]. Product: [CH3:1][C:2]1[CH:25]=[CH:24][CH:23]=[CH:22][C:3]=1[CH2:4][N:5]1[CH2:9][CH2:8][N:7]([CH2:10][C:11]2[CH:20]=[CH:19][C:14]([C:15]([OH:17])=[O:16])=[CH:13][CH:12]=2)[C:6]1=[O:21]. The catalyst class is: 5. (2) Reactant: C([N:20]1[C:24]2=[N:25][CH:26]=[CH:27][C:28]([C:29]3[S:30][CH:31]=[C:32]([CH2:34][C:35]#[N:36])[N:33]=3)=[C:23]2[CH:22]=[N:21]1)(C1C=CC=CC=1)(C1C=CC=CC=1)C1C=CC=CC=1.C([SiH](CC)CC)C.C(O)(C(F)(F)F)=O. Product: [NH:20]1[C:24]2=[N:25][CH:26]=[CH:27][C:28]([C:29]3[S:30][CH:31]=[C:32]([CH2:34][C:35]#[N:36])[N:33]=3)=[C:23]2[CH:22]=[N:21]1. The catalyst class is: 2. (3) Reactant: I[C:2]1[CH:14]=[CH:13][C:5]([CH2:6][C:7]2[CH:12]=[CH:11][N:10]=[CH:9][CH:8]=2)=[CH:4][CH:3]=1.[Cl:15][C:16]1[CH:21]=[CH:20][C:19]([NH:22][C:23](=[O:26])[CH:24]=[CH2:25])=[CH:18][C:17]=1[C:27]([F:30])([F:29])[F:28]. Product: [Cl:15][C:16]1[CH:21]=[CH:20][C:19]([NH:22][C:23](=[O:26])/[CH:24]=[CH:25]/[C:2]2[CH:14]=[CH:13][C:5]([CH2:6][C:7]3[CH:12]=[CH:11][N:10]=[CH:9][CH:8]=3)=[CH:4][CH:3]=2)=[CH:18][C:17]=1[C:27]([F:28])([F:29])[F:30]. The catalyst class is: 339. (4) Reactant: Cl[C:2]1[CH:3]=[CH:4][C:5]2[C:14]3[CH:13]=[C:12]4[CH2:15][CH2:16][CH2:17][C:18](=[O:19])[C:11]4=[CH:10][C:9]=3[O:8][CH2:7][C:6]=2[CH:20]=1.[CH:21]1(P(C2CCCCC2)C2C=CC=CC=2C2C(OC)=CC=CC=2OC)CCCC[CH2:22]1.[OH-].[K+].C([B-](F)(F)F)=C.[K+].C(N[C@H](C(O)=O)CS)(=O)C. Product: [CH:21]([C:2]1[CH:3]=[CH:4][C:5]2[C:14]3[CH:13]=[C:12]4[CH2:15][CH2:16][CH2:17][C:18](=[O:19])[C:11]4=[CH:10][C:9]=3[O:8][CH2:7][C:6]=2[CH:20]=1)=[CH2:22]. The catalyst class is: 713.